This data is from Reaction yield outcomes from USPTO patents with 853,638 reactions. The task is: Predict the reaction yield, written as a fraction of the theoretical maximum amount of product (1.0 means a 100% yield; for example, 0.34 means a 34% yield). (1) The reactants are [O:1]=[C:2]1[NH:6][C:5]2[CH:7]=[CH:8][C:9]([C:11]([OH:13])=O)=[CH:10][C:4]=2[S:3]1.[CH2:14]1[C@H:23]2[C@H:18]([CH2:19][CH2:20][C:21]3[CH:27]=[CH:26][CH:25]=[CH:24][C:22]=32)[NH:17][CH2:16][CH2:15]1.F[P-](F)(F)(F)(F)F.N1(OC(N(C)C)=[N+](C)C)C2N=CC=CC=2N=N1. No catalyst specified. The product is [CH2:14]1[C@H:23]2[C@H:18]([CH2:19][CH2:20][C:21]3[CH:27]=[CH:26][CH:25]=[CH:24][C:22]=32)[N:17]([C:11]([C:9]2[CH:8]=[CH:7][C:5]3[NH:6][C:2](=[O:1])[S:3][C:4]=3[CH:10]=2)=[O:13])[CH2:16][CH2:15]1. The yield is 0.560. (2) No catalyst specified. The product is [NH2:17][C:16]1[C:4]([C:2]#[N:3])=[C:5]([CH:13]=[CH:14][CH:15]=1)[O:6][CH2:7][C@@H:8]1[CH2:12][CH2:11][CH2:10][N:9]1[C:23]([NH:22][CH2:20][CH3:21])=[O:24]. The yield is 1.00. The reactants are [Cl-].[C:2]([C:4]1[C:16]([N+:17]([O-])=O)=[CH:15][CH:14]=[CH:13][C:5]=1[O:6][CH2:7][C@@H:8]1[CH2:12][CH2:11][CH2:10][NH2+:9]1)#[N:3].[CH2:20]([N:22]=[C:23]=[O:24])[CH3:21]. (3) The reactants are [Cl:1][C:2]1[CH:7]=[CH:6][C:5]([C@H:8]2[CH2:17][CH2:16][N:15]3[C:10]([NH:11][N:12]=[C:13]([CH2:19][NH:20][C:21]([C:23]4([CH3:29])[S:28][CH2:27][CH2:26][CH2:25][S:24]4)=O)[C:14]3=[O:18])=[N:9]2)=[CH:4][CH:3]=1. The catalyst is P(Cl)(Cl)(Cl)=O. The product is [Cl:1][C:2]1[CH:7]=[CH:6][C:5]([C@H:8]2[CH2:17][CH2:16][N:15]3[C:10](=[N:11][N:12]4[C:21]([C:23]5([CH3:29])[S:28][CH2:27][CH2:26][CH2:25][S:24]5)=[N:20][CH:19]=[C:13]4[C:14]3=[O:18])[NH:9]2)=[CH:4][CH:3]=1. The yield is 0.833. (4) The reactants are [NH2:1][CH2:2][C@@H:3]1[C@H:7]([OH:8])[CH2:6][N:5]([CH2:9][CH2:10][N:11]2[C:20]3[C:15](=[CH:16][CH:17]=[C:18]([O:21][CH3:22])[CH:19]=3)[CH:14]=[CH:13][C:12]2=[O:23])[CH2:4]1.[O:24]1[C:33]2[CH:32]=[C:31]([CH:34]=O)[N:30]=[CH:29][C:28]=2[O:27][CH2:26][CH2:25]1.C(=O)([O-])[O-].[Na+].[Na+].C(O[BH-](OC(=O)C)OC(=O)C)(=O)C.[Na+].C(Cl)[Cl:57]. The catalyst is CO. The product is [ClH:57].[O:24]1[C:33]2[CH:32]=[C:31]([CH2:34][NH:1][CH2:2][C@@H:3]3[C@H:7]([OH:8])[CH2:6][N:5]([CH2:9][CH2:10][N:11]4[C:20]5[C:15](=[CH:16][CH:17]=[C:18]([O:21][CH3:22])[CH:19]=5)[CH:14]=[CH:13][C:12]4=[O:23])[CH2:4]3)[N:30]=[CH:29][C:28]=2[O:27][CH2:26][CH2:25]1. The yield is 0.450. (5) The reactants are [OH:1][CH:2]([CH2:25][OH:26])[CH2:3][NH:4][C:5]1[N:13]=[C:12]2[C:8]([N:9]=[C:10]([O:22][CH3:23])[N:11]2[CH2:14][C:15]2[CH:16]=[N:17][C:18]([CH3:21])=[CH:19][CH:20]=2)=[C:7]([NH2:24])[N:6]=1.C(N(CC)CC)C.[C:34](OC(OC(C)(C)C)=O)(OC(C)(C)C)=[O:35]. The catalyst is CN(C)C=O. The product is [CH3:23][O:22][C:10]1[N:11]([CH2:14][C:15]2[CH:16]=[N:17][C:18]([CH3:21])=[CH:19][CH:20]=2)[C:12]2[C:8]([N:9]=1)=[C:7]([NH2:24])[N:6]=[C:5]([NH:4][CH2:3][CH:2]1[CH2:25][O:26][C:34](=[O:35])[O:1]1)[N:13]=2. The yield is 0.260. (6) The reactants are [OH-:1].[Na+].C[O:4][C:5]([C:7]1[C:8]([NH:27][C:28]2[CH:33]=[CH:32][C:31]([Br:34])=[CH:30][C:29]=2[Cl:35])=[C:9]([Cl:26])[C:10]2[N:11]([C:13]([CH2:16][NH:17][CH2:18]C(OC(C)(C)C)=O)=[CH:14][N:15]=2)[CH:12]=1)=[O:6].[CH3:36][OH:37].O.Cl. The catalyst is O. The product is [Br:34][C:31]1[CH:32]=[CH:33][C:28]([NH:27][C:8]2[C:7]([C:5]([OH:4])=[O:6])=[CH:12][N:11]3[C:13]([CH2:16][N:17]([C:36]([O:37][C:7]([CH3:8])([CH3:12])[CH3:5])=[O:1])[CH3:18])=[CH:14][N:15]=[C:10]3[C:9]=2[Cl:26])=[C:29]([Cl:35])[CH:30]=1. The yield is 0.840.